This data is from Full USPTO retrosynthesis dataset with 1.9M reactions from patents (1976-2016). The task is: Predict the reactants needed to synthesize the given product. (1) Given the product [CH2:1]([N:8]1[CH2:13][CH2:12][O:11][CH:10]2[CH2:15][N:16]([C:19]([O:21][C:22]([CH3:25])([CH3:24])[CH3:23])=[O:20])[CH2:17][CH2:18][CH:9]12)[C:2]1[CH:3]=[CH:4][CH:5]=[CH:6][CH:7]=1, predict the reactants needed to synthesize it. The reactants are: [CH2:1]([N:8]1[C:13](=O)[CH2:12][O:11][C@@H:10]2[CH2:15][N:16]([C:19]([O:21][C:22]([CH3:25])([CH3:24])[CH3:23])=[O:20])[CH2:17][CH2:18][C@@H:9]12)[C:2]1[CH:7]=[CH:6][CH:5]=[CH:4][CH:3]=1.CO. (2) Given the product [CH2:1]([N:4]([C:21](=[O:30])[C:22]1[C:27]([F:28])=[CH:26][CH:25]=[CH:24][C:23]=1[F:29])[C:5]([N:7]([C:9]1[CH:14]=[CH:13][C:12]([S:15]([C:16]([F:17])([F:18])[F:19])=[O:39])=[CH:11][C:10]=1[F:20])[CH3:8])=[O:6])[CH:2]=[CH2:3], predict the reactants needed to synthesize it. The reactants are: [CH2:1]([N:4]([C:21](=[O:30])[C:22]1[C:27]([F:28])=[CH:26][CH:25]=[CH:24][C:23]=1[F:29])[C:5]([N:7]([C:9]1[CH:14]=[CH:13][C:12]([S:15][C:16]([F:19])([F:18])[F:17])=[CH:11][C:10]=1[F:20])[CH3:8])=[O:6])[CH:2]=[CH2:3].ClC1C=CC=C(C(OO)=[O:39])C=1.C(OC)(C)(C)C. (3) Given the product [CH3:20][C:14]1([CH3:21])[CH2:13][C:12]2[S:11][C:10]3[C:9](=[O:22])[N:8]([C:4]4[C:3]([CH:23]=[O:24])=[C:2]([C:30]5[CH:29]=[C:28]([NH:41][C:42]6[CH:46]=[C:45]([CH3:47])[O:44][N:43]=6)[C:27](=[O:48])[N:26]([CH3:25])[CH:31]=5)[CH:7]=[CH:6][N:5]=4)[N:19]=[CH:18][C:17]=3[C:16]=2[CH2:15]1, predict the reactants needed to synthesize it. The reactants are: Cl[C:2]1[CH:7]=[CH:6][N:5]=[C:4]([N:8]2[N:19]=[CH:18][C:17]3[C:16]4[CH2:15][C:14]([CH3:21])([CH3:20])[CH2:13][C:12]=4[S:11][C:10]=3[C:9]2=[O:22])[C:3]=1[CH:23]=[O:24].[CH3:25][N:26]1[CH:31]=[C:30](B2OC(C)(C)C(C)(C)O2)[CH:29]=[C:28]([NH:41][C:42]2[CH:46]=[C:45]([CH3:47])[O:44][N:43]=2)[C:27]1=[O:48].[O-]P([O-])([O-])=O.[K+].[K+].[K+].C([O-])(=O)C.[Na+]. (4) Given the product [Cl:24][C:19]1[CH:20]=[CH:21][CH:22]=[CH:23][C:18]=1[CH2:17][NH:7][C:8]1[CH:13]=[CH:12][C:11]([CH2:14][C:27]2[C:35]3[C:30](=[N:31][CH:32]=[C:33]([O:36][CH3:37])[CH:34]=3)[NH:29][CH:28]=2)=[C:10]([F:16])[N:9]=1, predict the reactants needed to synthesize it. The reactants are: C(OC(=O)[N:7]([CH2:17][C:18]1[CH:23]=[CH:22][CH:21]=[CH:20][C:19]=1[Cl:24])[C:8]1[CH:13]=[CH:12][C:11]([CH:14]=O)=[C:10]([F:16])[N:9]=1)(C)(C)C.I[C:27]1[C:35]2[C:30](=[N:31][CH:32]=[C:33]([O:36][CH3:37])[CH:34]=2)[N:29]([Si](C(C)C)(C(C)C)C(C)C)[CH:28]=1. (5) Given the product [C:1]1([CH:7]2[O:12][C@H:11]3[CH2:13][C@H:14]([O:17][S:24]([C:21]4[CH:22]=[CH:23][C:18]([CH3:28])=[CH:19][CH:20]=4)(=[O:26])=[O:25])[CH2:15][O:16][C@@H:10]3[CH2:9][O:8]2)[CH:2]=[CH:3][CH:4]=[CH:5][CH:6]=1, predict the reactants needed to synthesize it. The reactants are: [C:1]1([CH:7]2[O:12][C@H:11]3[CH2:13][C@H:14]([OH:17])[CH2:15][O:16][C@@H:10]3[CH2:9][O:8]2)[CH:6]=[CH:5][CH:4]=[CH:3][CH:2]=1.[C:18]1([CH3:28])[CH:23]=[CH:22][C:21]([S:24](Cl)(=[O:26])=[O:25])=[CH:20][CH:19]=1. (6) The reactants are: [OH:1][CH2:2][CH2:3][O:4][C:5]1[CH:11]=[CH:10][CH:9]=[C:7]([OH:8])[CH:6]=1.[OH-].[Na+].[CH2:14](Br)[C:15]1[CH:20]=[CH:19][CH:18]=[CH:17][CH:16]=1. Given the product [CH2:14]([O:8][C:7]1[CH:6]=[C:5]([CH:11]=[CH:10][CH:9]=1)[O:4][CH2:3][CH2:2][OH:1])[C:15]1[CH:20]=[CH:19][CH:18]=[CH:17][CH:16]=1, predict the reactants needed to synthesize it. (7) Given the product [C:34]([C:2]1[CH:3]=[C:4]([S:8]([C:11]2[S:15][C:14]([CH2:16][N:17]([CH3:25])[C:18](=[O:24])[O:19][C:20]([CH3:21])([CH3:22])[CH3:23])=[CH:13][C:12]=2[C:26]2[C:27]([F:32])=[N:28][CH:29]=[CH:30][CH:31]=2)(=[O:10])=[O:9])[CH:5]=[CH:6][CH:7]=1)#[N:35], predict the reactants needed to synthesize it. The reactants are: Br[C:2]1[CH:3]=[C:4]([S:8]([C:11]2[S:15][C:14]([CH2:16][N:17]([CH3:25])[C:18](=[O:24])[O:19][C:20]([CH3:23])([CH3:22])[CH3:21])=[CH:13][C:12]=2[C:26]2[C:27]([F:32])=[N:28][CH:29]=[CH:30][CH:31]=2)(=[O:10])=[O:9])[CH:5]=[CH:6][CH:7]=1.O.[CH3:34][N:35](C)C=O. (8) Given the product [CH:28]1([C:2]2[CH:9]=[C:8]([F:10])[CH:7]=[CH:6][C:3]=2[C:4]#[N:5])[CH2:29][CH2:24]1, predict the reactants needed to synthesize it. The reactants are: Br[C:2]1[CH:9]=[C:8]([F:10])[CH:7]=[CH:6][C:3]=1[C:4]#[N:5].C1(P([CH:24]2[CH2:29][CH2:28]CCC2)C2CCCCC2)CCCCC1.O.P([O-])([O-])([O-])=O.[K+].[K+].[K+].C1(B(O)O)CC1. (9) Given the product [Br:11][C:3]1[C:2]([Cl:1])=[CH:7][C:6]([O:8][CH3:9])=[CH:5][C:4]=1[Cl:10], predict the reactants needed to synthesize it. The reactants are: [Cl:1][C:2]1[CH:7]=[C:6]([O:8][CH3:9])[CH:5]=[C:4]([Cl:10])[CH:3]=1.[Br:11]N1C(=O)CCC1=O.Cl. (10) Given the product [F:37][C:35]1[CH:36]=[C:31]([CH:32]=[C:33]([F:38])[CH:34]=1)[CH2:30][C@H:16]([NH:15][C:12]([CH:9]1[CH2:8][CH2:7][CH:6]([CH2:5][S:2]([CH3:1])(=[O:3])=[O:4])[CH2:11][CH2:10]1)=[O:14])[C@H:17]([OH:29])[CH2:18][NH:19][CH2:20][C:21]1[CH:26]=[CH:25][CH:24]=[C:23]([CH2:27][CH3:28])[CH:22]=1, predict the reactants needed to synthesize it. The reactants are: [CH3:1][S:2]([CH2:5][CH:6]1[CH2:11][CH2:10][CH:9]([C:12]([OH:14])=O)[CH2:8][CH2:7]1)(=[O:4])=[O:3].[NH2:15][C@@H:16]([CH2:30][C:31]1[CH:36]=[C:35]([F:37])[CH:34]=[C:33]([F:38])[CH:32]=1)[C@H:17]([OH:29])[CH2:18][NH:19][CH2:20][C:21]1[CH:26]=[CH:25][CH:24]=[C:23]([CH2:27][CH3:28])[CH:22]=1.CN(C(ON1N=NC2C=CC=NC1=2)=[N+](C)C)C.F[P-](F)(F)(F)(F)F.C(N(CC)C(C)C)(C)C.